From a dataset of Full USPTO retrosynthesis dataset with 1.9M reactions from patents (1976-2016). Predict the reactants needed to synthesize the given product. (1) The reactants are: [CH3:1][C:2]1[CH:3]=[C:4]([OH:11])[C:5](=[CH:9][CH:10]=1)[C:6]([OH:8])=[O:7].Cl.CN(C)[CH2:15][CH2:16]CN=C=N.O.ON1C2C=CC=CC=2N=N1.C(O)C. Given the product [CH3:1][C:2]1[CH:3]=[C:4]([OH:11])[C:5](=[CH:9][CH:10]=1)[C:6]([O:8][CH2:15][CH3:16])=[O:7], predict the reactants needed to synthesize it. (2) The reactants are: [CH3:1][C:2]1[CH:7]=[CH:6][C:5]([C:8]2[O:12][N:11]=[CH:10][C:9]=2[C:13](Cl)=[O:14])=[CH:4][CH:3]=1.[NH:16]1[CH2:21][CH2:20][CH2:19][CH2:18][CH:17]1[C:22]1[CH:23]=[N:24][CH:25]=[CH:26][CH:27]=1. Given the product [CH3:1][C:2]1[CH:7]=[CH:6][C:5]([C:8]2[O:12][N:11]=[CH:10][C:9]=2[C:13]([N:16]2[CH2:21][CH2:20][CH2:19][CH2:18][CH:17]2[C:22]2[CH:23]=[N:24][CH:25]=[CH:26][CH:27]=2)=[O:14])=[CH:4][CH:3]=1, predict the reactants needed to synthesize it. (3) Given the product [CH2:9]([C:10]1[C:11]([N:21]([CH3:22])[CH3:20])=[N:12][C:13]2[C:18]([C:9]=1[NH2:8])=[CH:17][CH:16]=[CH:15][CH:14]=2)[C:18]1[CH:13]=[CH:14][CH:15]=[CH:16][CH:17]=1, predict the reactants needed to synthesize it. The reactants are: C([NH:8][C:9]1[C:18]2[C:13](=[CH:14][CH:15]=[CH:16][CH:17]=2)[N:12]=[C:11](Cl)[CH:10]=1)C1C=CC=CC=1.[CH3:20][NH:21][CH3:22]. (4) Given the product [CH:1]1([C@H:7]([OH:22])[C@H:8]([N:11]2[C:19](=[O:20])[C:18]3[C:13](=[CH:14][CH:15]=[CH:16][CH:17]=3)[C:12]2=[O:21])[CH2:9][NH:28][CH3:27])[CH2:6][CH2:5][CH2:4][CH2:3][CH2:2]1, predict the reactants needed to synthesize it. The reactants are: [CH:1]1([C@H:7]([OH:22])[C@H:8]([N:11]2[C:19](=[O:20])[C:18]3[C:13](=[CH:14][CH:15]=[CH:16][CH:17]=3)[C:12]2=[O:21])[CH:9]=O)[CH2:6][CH2:5][CH2:4][CH2:3][CH2:2]1.C(O)(=O)C.[CH3:27][NH2:28]. (5) Given the product [CH2:1]([O:6][C:7]1[C@@H:12]([C@H:13]([CH2:15][OH:16])[OH:14])[O:11][C:9](=[O:10])[C:8]=1[O:17][CH2:23][CH2:24][CH2:25][CH2:26][CH2:27][CH2:28][CH2:29][CH3:30])[CH:2]([CH2:4][OH:5])[OH:3], predict the reactants needed to synthesize it. The reactants are: [CH2:1]([O:6][C:7]1[C@@H:12]([C@H:13]([CH2:15][OH:16])[OH:14])[O:11][C:9](=[O:10])[C:8]=1[OH:17])[CH:2]([CH2:4][OH:5])[OH:3].C(=O)([O-])O.[Na+].[CH2:23](Br)[CH2:24][CH2:25][CH2:26][CH2:27][CH2:28][CH2:29][CH3:30]. (6) Given the product [Cl:19][C:20]1[S:24][C:23]([C:2]2[CH:7]=[CH:6][C:5]([O:8][C:9](=[O:18])[N:10]([CH3:17])[C:11]3[CH:16]=[CH:15][CH:14]=[CH:13][CH:12]=3)=[CH:4][CH:3]=2)=[CH:22][CH:21]=1, predict the reactants needed to synthesize it. The reactants are: I[C:2]1[CH:7]=[CH:6][C:5]([O:8][C:9](=[O:18])[N:10]([CH3:17])[C:11]2[CH:16]=[CH:15][CH:14]=[CH:13][CH:12]=2)=[CH:4][CH:3]=1.[Cl:19][C:20]1[S:24][C:23](B(O)O)=[CH:22][CH:21]=1. (7) Given the product [F:39][C:36]([F:37])([F:38])[C:32]1[CH:31]=[C:30]([NH:29][C:28]([N:24]2[C:25]3[C:21](=[CH:20][CH:19]=[CH:27][CH:26]=3)[CH:22]=[CH:23]2)=[O:40])[CH:35]=[CH:34][CH:33]=1, predict the reactants needed to synthesize it. The reactants are: C(OC(N1C(C)C2C(O[C:19]3[CH:20]=[C:21]4[C:25](=[CH:26][CH:27]=3)[N:24]([C:28](=[O:40])[NH:29][C:30]3[CH:35]=[CH:34][CH:33]=[C:32]([C:36]([F:39])([F:38])[F:37])[CH:31]=3)[CH:23]=[CH:22]4)=NC=NC=2C1)=O)(C)(C)C.C(O)(C(F)(F)F)=O.